This data is from Reaction yield outcomes from USPTO patents with 853,638 reactions. The task is: Predict the reaction yield, written as a fraction of the theoretical maximum amount of product (1.0 means a 100% yield; for example, 0.34 means a 34% yield). (1) The reactants are [C:1]([O:5][C:6](=[O:28])[NH:7][CH:8]1[CH2:13][CH2:12][CH:11]([NH:14][CH2:15][C:16]2[CH:21]=[CH:20][CH:19]=[C:18]([C:22]3[CH:27]=[CH:26][N:25]=[CH:24][CH:23]=3)[CH:17]=2)[CH2:10][CH2:9]1)([CH3:4])([CH3:3])[CH3:2].CCN(CC)CC.[Cl:36][C:37]1[C:38]2[CH:48]=[CH:47][CH:46]=[CH:45][C:39]=2[S:40][C:41]=1[C:42](Cl)=[O:43]. The catalyst is C(Cl)Cl. The product is [C:1]([O:5][C:6](=[O:28])[NH:7][CH:8]1[CH2:13][CH2:12][CH:11]([N:14]([C:42]([C:41]2[S:40][C:39]3[CH:45]=[CH:46][CH:47]=[CH:48][C:38]=3[C:37]=2[Cl:36])=[O:43])[CH2:15][C:16]2[CH:21]=[CH:20][CH:19]=[C:18]([C:22]3[CH:27]=[CH:26][N:25]=[CH:24][CH:23]=3)[CH:17]=2)[CH2:10][CH2:9]1)([CH3:4])([CH3:2])[CH3:3]. The yield is 0.960. (2) The reactants are Br[CH:2]([CH2:15][CH:16]1[CH2:18][CH2:17]1)[C:3]([O:5][C@@H:6]([CH3:14])[C:7](=[O:13])[N:8]1[CH2:12][CH2:11][CH2:10][CH2:9]1)=[O:4].[Na+].[I-].C(N(CC)CC)C.[CH3:28][O:29][C:30]1[CH:36]=[CH:35][C:33]([NH2:34])=[CH:32][CH:31]=1.S([O-])([O-])=O.[Na+].[Na+]. The catalyst is C(OCC)(=O)C.O1CCCC1. The product is [CH3:28][O:29][C:30]1[CH:36]=[CH:35][C:33]([NH:34][CH:2]([CH2:15][CH:16]2[CH2:18][CH2:17]2)[C:3]([O:5][C@@H:6]([CH3:14])[C:7](=[O:13])[N:8]2[CH2:12][CH2:11][CH2:10][CH2:9]2)=[O:4])=[CH:32][CH:31]=1. The yield is 0.570. (3) The yield is 0.530. The reactants are [CH3:1][O:2][C:3]1[CH:4]=[C:5]2[C:10](=[CH:11][C:12]=1[O:13][CH2:14][CH2:15][O:16][CH3:17])[N:9]=[CH:8][N:7]=[C:6]2[S:18][C:19]1[CH:20]=[C:21]([CH:23]=[CH:24][CH:25]=1)[NH2:22].[CH:26]([C:29]1[O:33][N:32]=[C:31]([NH:34][C:35](=[O:43])OC2C=CC=CC=2)[CH:30]=1)([CH3:28])[CH3:27].[CH2:44](OCC)[CH3:45]. The product is [CH:26]1([C:29]2[O:33][N:32]=[C:31]([NH:34][C:35]([NH:22][C:21]3[CH:23]=[CH:24][CH:25]=[C:19]([S:18][C:6]4[C:5]5[C:10](=[CH:11][C:12]([O:13][CH2:14][CH2:15][O:16][CH3:17])=[C:3]([O:2][CH3:1])[CH:4]=5)[N:9]=[CH:8][N:7]=4)[CH:20]=3)=[O:43])[CH:30]=2)[CH2:27][CH2:45][CH2:44][CH2:28]1. No catalyst specified. (4) The reactants are [I:1][C:2]1[CH:8]=[CH:7][C:5]([NH2:6])=[C:4]([CH3:9])[CH:3]=1.[CH2:10]([O:13][CH2:14][CH2:15]Cl)[CH2:11]Cl.[NH4+].[Br-].[OH-].[Na+]. The catalyst is CCOC(C)=O. The product is [I:1][C:2]1[CH:8]=[CH:7][C:5]([N:6]2[CH2:15][CH2:14][O:13][CH2:10][CH2:11]2)=[C:4]([CH3:9])[CH:3]=1. The yield is 0.500. (5) The reactants are C(OC(=O)C)(=O)C.S(=O)(=O)(O)O.[CH3:13][CH:14]([C:22](=[O:25])[CH2:23][CH3:24])[C:15]([O:17][C:18](C)([CH3:20])[CH3:19])=[O:16].CC(C)=O.C(=O)(O)[O-].[Na+]. The catalyst is C(OCC)C. The product is [CH2:23]([C:22]1[O:25][C:18]([CH3:20])([CH3:19])[O:17][C:15](=[O:16])[C:14]=1[CH3:13])[CH3:24]. The yield is 0.990. (6) The reactants are [CH3:1][C:2]1[N:7]=[C:6]([NH:8][CH3:9])[N:5]=[C:4]([NH:10][CH:11]2[CH2:16][CH2:15][CH2:14][CH:13]([C:17]([OH:19])=O)[CH2:12]2)[N:3]=1.[Cl:20][C:21]1[CH:26]=[C:25]([Cl:27])[CH:24]=[CH:23][C:22]=1[CH2:28][NH2:29].CCN=C=NCCCN(C)C.Cl. The catalyst is CN(C1C=CN=CC=1)C. The product is [Cl:20][C:21]1[CH:26]=[C:25]([Cl:27])[CH:24]=[CH:23][C:22]=1[CH2:28][NH:29][C:17]([C@H:13]1[CH2:14][CH2:15][CH2:16][C@@H:11]([NH:10][C:4]2[N:3]=[C:2]([CH3:1])[N:7]=[C:6]([NH:8][CH3:9])[N:5]=2)[CH2:12]1)=[O:19]. The yield is 0.350. (7) The reactants are Cl[C:2]1[N:3]=[C:4]([N:12]2[CH2:17][CH2:16][CH:15]([CH3:18])[CH2:14][CH2:13]2)[C:5]2[S:10][CH:9]=[C:8]([CH3:11])[C:6]=2[N:7]=1.[CH2:19]([NH:22]CC=C)[CH:20]=[CH2:21].C(=O)([O-])O.[Na+]. No catalyst specified. The product is [CH2:19]([NH:22][C:2]1[N:3]=[C:4]([N:12]2[CH2:17][CH2:16][CH:15]([CH3:18])[CH2:14][CH2:13]2)[C:5]2[S:10][CH:9]=[C:8]([CH3:11])[C:6]=2[N:7]=1)[CH:20]=[CH2:21]. The yield is 0.439.